This data is from Forward reaction prediction with 1.9M reactions from USPTO patents (1976-2016). The task is: Predict the product of the given reaction. (1) The product is: [Br:11][C:9]1[CH:8]=[N:7][N:6]([CH:4]2[CH2:5][N:2]([C:12](=[O:14])[CH3:13])[CH2:3]2)[CH:10]=1. Given the reactants Cl.[NH:2]1[CH2:5][CH:4]([N:6]2[CH:10]=[C:9]([Br:11])[CH:8]=[N:7]2)[CH2:3]1.[C:12](Cl)(=[O:14])[CH3:13], predict the reaction product. (2) Given the reactants [N+:1]([C:4]1[C:5](=[O:15])[NH:6][C:7](=[O:14])[N:8]([CH2:11][CH2:12][CH3:13])[C:9]=1[CH3:10])([O-:3])=[O:2].[Br:16]Br, predict the reaction product. The product is: [Br:16][CH2:10][C:9]1[N:8]([CH2:11][CH2:12][CH3:13])[C:7](=[O:14])[NH:6][C:5](=[O:15])[C:4]=1[N+:1]([O-:3])=[O:2].